Dataset: Kir2.1 potassium channel HTS with 301,493 compounds. Task: Binary Classification. Given a drug SMILES string, predict its activity (active/inactive) in a high-throughput screening assay against a specified biological target. (1) The molecule is O1C2(C1C1C3(C(C2C)C(NC3=O)Cc2c3c([nH]c2)cccc3)C(=O)C=CC(=O)C(O)C(=CC(CC=C1)C)C)C. The result is 0 (inactive). (2) The compound is O=c1n2CC3CC(CN(C3)c3nc(N4CCCCC4)nc(n3)N3CCCCC3)c2ccc1. The result is 0 (inactive). (3) The molecule is S(c1n[nH]c(c1[N+]([O-])=O)C)c1ncccc1. The result is 0 (inactive).